From a dataset of Full USPTO retrosynthesis dataset with 1.9M reactions from patents (1976-2016). Predict the reactants needed to synthesize the given product. (1) Given the product [O:20]1[CH:19]=[CH:18][CH:17]=[C:16]1[CH2:15][NH:21][C:12]([C:9]1[CH:8]=[CH:7][C:6]2[C:11](=[C:2]([Br:1])[CH:3]=[N:4][CH:5]=2)[N:10]=1)=[O:14], predict the reactants needed to synthesize it. The reactants are: [Br:1][C:2]1[CH:3]=[N:4][CH:5]=[C:6]2[C:11]=1[N:10]=[C:9]([C:12]([OH:14])=O)[CH:8]=[CH:7]2.[CH2:15]([NH2:21])[C:16]1[O:20][CH:19]=[CH:18][CH:17]=1.C(OP(C#N)(=O)OCC)C.C(N(CC)CC)C. (2) The reactants are: [CH3:1][N:2]1[C:6](=[O:7])[CH2:5][CH2:4][CH2:3]1.CN1[C:14](=[O:15])N(C)CCC1.C1C2NC=C(O[C@@H]3O[C@H](CO)[C@H](O)[C@H](O)[C@H]3O)C=2C(Cl)=C(Br)C=1. Given the product [CH3:1][N:2]1[C:6](=[O:7])[CH2:5][CH2:4][CH2:3]1.[CH3:14][OH:15], predict the reactants needed to synthesize it.